This data is from Full USPTO retrosynthesis dataset with 1.9M reactions from patents (1976-2016). The task is: Predict the reactants needed to synthesize the given product. (1) Given the product [C:1]([CH2:3][CH:4]([OH:16])[CH2:5][CH:6]([OH:15])[CH2:7][C:8]([O:10][C:11]([CH3:12])([CH3:14])[CH3:13])=[O:9])#[N:2], predict the reactants needed to synthesize it. The reactants are: [C:1]([CH2:3][CH:4]([OH:16])[CH2:5][C:6](=[O:15])[CH2:7][C:8]([O:10][C:11]([CH3:14])([CH3:13])[CH3:12])=[O:9])#[N:2].C(O)(=O)C.[BH4-].[Na+].[OH-].[Na+]. (2) Given the product [F:23][C:19]1[CH:18]=[C:17]2[C:22]([C:14]([C:11]3[CH:12]=[CH:13][C:7]4[S:6](=[O:25])(=[O:24])[N:5]([CH:3]5[CH2:4][N:30]([CH3:29])[CH2:2]5)[CH2:9][C:8]=4[CH:10]=3)=[CH:15][N:16]2[CH2:26][OH:27])=[CH:21][CH:20]=1, predict the reactants needed to synthesize it. The reactants are: N1[CH2:4][CH:3]([N:5]2[CH2:9][C:8]3[CH:10]=[C:11]([C:14]4[C:22]5[C:17](=[CH:18][C:19]([F:23])=[CH:20][CH:21]=5)[NH:16][CH:15]=4)[CH:12]=[CH:13][C:7]=3[S:6]2(=[O:25])=[O:24])[CH2:2]1.[CH2:26]=[O:27].[BH3-][C:29]#[N:30].[Na+]. (3) Given the product [OH:8][C@H:9]1[CH2:14][C@H:13]([N:15]2[CH:23]=[N:22][C:21]3[C:16]2=[N:17][CH:18]=[N:19][C:20]=3[NH2:24])[CH:12]=[CH:11][C@@H:10]1[CH2:25][OH:26], predict the reactants needed to synthesize it. The reactants are: [Si]([O:8][C@H:9]1[CH2:14][C@H:13]([N:15]2[CH:23]=[N:22][C:21]3[C:16]2=[N:17][CH:18]=[N:19][C:20]=3[NH2:24])[CH:12]=[CH:11][C@@H:10]1[CH2:25][O:26][Si](C(C)(C)C)(C)C)(C(C)(C)C)(C)C. (4) Given the product [C:33]([NH:1][C:2]1[CH:3]=[N:4][C:5]2[C:10]([C:11]=1[NH:12][CH2:13][CH2:14][O:15][CH2:16][CH2:17][NH:18][C:19](=[O:25])[O:20][C:21]([CH3:22])([CH3:24])[CH3:23])=[CH:9][CH:8]=[CH:7][CH:6]=2)(=[O:36])[CH2:34][CH3:35], predict the reactants needed to synthesize it. The reactants are: [NH2:1][C:2]1[CH:3]=[N:4][C:5]2[C:10]([C:11]=1[NH:12][CH2:13][CH2:14][O:15][CH2:16][CH2:17][NH:18][C:19](=[O:25])[O:20][C:21]([CH3:24])([CH3:23])[CH3:22])=[CH:9][CH:8]=[CH:7][CH:6]=2.C(N(CC)CC)C.[C:33](Cl)(=[O:36])[CH2:34][CH3:35].O. (5) The reactants are: C([O:8][C:9]1[CH:14]=[C:13](I)[CH:12]=[CH:11][C:10]=1[N:16]1[S:20](=[O:22])(=[O:21])[N:19](CC[Si](C)(C)C)[C:18](=[O:29])[CH2:17]1)C1C=CC=CC=1.I[CH2:31][C:32]1[CH:37]=[CH:36][CH:35]=[CH:34][C:33]=1[CH2:38][C:39]#[N:40]. Given the product [OH:8][C:9]1[CH:14]=[C:13]([CH:12]=[CH:11][C:10]=1[N:16]1[CH2:17][C:18](=[O:29])[NH:19][S:20]1(=[O:21])=[O:22])[CH2:31][C:32]1[CH:37]=[CH:36][CH:35]=[CH:34][C:33]=1[CH2:38][C:39]#[N:40], predict the reactants needed to synthesize it. (6) The reactants are: [CH3:1][C:2]1[C:3]([CH2:41][CH2:42][C:43]([O:45]CC2C=CC=CC=2)=[O:44])=[C:4]([CH3:40])[C:5]2[C:13]3[C:8](=[CH:9][CH:10]=[CH:11][CH:12]=3)[N:7]([CH2:14][C:15]3[CH:20]=[CH:19][C:18]([C@H:21]([CH:33]4[CH2:38][CH2:37][O:36][CH2:35][CH2:34]4)[C:22](=[O:32])[N:23]4[CH2:28][CH2:27][N:26]([CH2:29][CH2:30][CH3:31])[CH2:25][CH2:24]4)=[CH:17][CH:16]=3)[C:6]=2[N:39]=1.[H][H]. Given the product [CH3:1][C:2]1[C:3]([CH2:41][CH2:42][C:43]([OH:45])=[O:44])=[C:4]([CH3:40])[C:5]2[C:13]3[C:8](=[CH:9][CH:10]=[CH:11][CH:12]=3)[N:7]([CH2:14][C:15]3[CH:20]=[CH:19][C:18]([C@H:21]([CH:33]4[CH2:34][CH2:35][O:36][CH2:37][CH2:38]4)[C:22](=[O:32])[N:23]4[CH2:24][CH2:25][N:26]([CH2:29][CH2:30][CH3:31])[CH2:27][CH2:28]4)=[CH:17][CH:16]=3)[C:6]=2[N:39]=1, predict the reactants needed to synthesize it. (7) Given the product [Cl:20][C:17]1[CH:18]=[CH:19][C:13]2[C:12](=[O:21])[NH:11][C:10]3[CH:22]=[C:23]([O:24][CH3:25])[C:7]([C:28]([N:30]4[CH2:34][CH2:33][CH2:32][C:31]4=[O:35])=[CH2:29])=[CH:8][C:9]=3[NH:15][C:14]=2[CH:16]=1, predict the reactants needed to synthesize it. The reactants are: FC(F)(F)S(O[C:7]1[C:23]([O:24][CH3:25])=[CH:22][C:10]2[NH:11][C:12](=[O:21])[C:13]3[CH:19]=[CH:18][C:17]([Cl:20])=[CH:16][C:14]=3[NH:15][C:9]=2[CH:8]=1)(=O)=O.[CH:28]([N:30]1[CH2:34][CH2:33][CH2:32][C:31]1=[O:35])=[CH2:29].C(N(CC)CC)C. (8) Given the product [Br:1][C:2]1[N:7]=[CH:6][C:5]([NH:8][C@@H:9]2[C:17]3[C:12](=[CH:13][CH:14]=[CH:15][CH:16]=3)[CH2:11][C@@H:10]2[OH:18])=[N:4][C:3]=1[O:33][CH3:25], predict the reactants needed to synthesize it. The reactants are: [Br:1][C:2]1[C:3](C(OC)=O)=[N:4][C:5]([NH:8][C@@H:9]2[C:17]3[C:12](=[CH:13][CH:14]=[CH:15][CH:16]=3)[CH2:11][C@@H:10]2[OH:18])=[CH:6][N:7]=1.C[C@@]1(NC2C=NC=C(OC)N=2)C2C(=CC=CC=2)C[C@@H:25]1[OH:33].